This data is from Full USPTO retrosynthesis dataset with 1.9M reactions from patents (1976-2016). The task is: Predict the reactants needed to synthesize the given product. (1) The reactants are: [OH:1][C:2]1[CH:3]=[C:4]([NH:9][C:10](=[O:16])[O:11][C:12]([CH3:15])([CH3:14])[CH3:13])[CH:5]=[CH:6][C:7]=1[CH3:8].Cl.[CH3:18][N:19]([CH3:23])[CH2:20][CH2:21]Cl.C([O-])([O-])=O.[K+].[K+].O. Given the product [CH3:18][N:19]([CH3:23])[CH2:20][CH2:21][O:1][C:2]1[CH:3]=[C:4]([NH:9][C:10](=[O:16])[O:11][C:12]([CH3:13])([CH3:15])[CH3:14])[CH:5]=[CH:6][C:7]=1[CH3:8], predict the reactants needed to synthesize it. (2) Given the product [Cl:8][C:4]1[CH:5]=[CH:6][CH:7]=[C:2]([Cl:1])[C:3]=1[C:9]1[C:13]([CH2:14][O:15][C:16]2[CH:21]=[CH:20][C:19]([C:22]3[CH:23]=[C:24]4[C:29](=[CH:30][CH:31]=3)[N:28]=[C:27]([C:32]([OH:34])=[O:33])[CH:26]=[CH:25]4)=[CH:18][CH:17]=2)=[C:12]([C@@H:36]([CH3:39])[CH2:37][CH3:38])[O:11][N:10]=1, predict the reactants needed to synthesize it. The reactants are: [Cl:1][C:2]1[CH:7]=[CH:6][CH:5]=[C:4]([Cl:8])[C:3]=1[C:9]1[C:13]([CH2:14][O:15][C:16]2[CH:21]=[CH:20][C:19]([C:22]3[CH:23]=[C:24]4[C:29](=[CH:30][CH:31]=3)[N:28]=[C:27]([C:32]([O:34]C)=[O:33])[CH:26]=[CH:25]4)=[CH:18][CH:17]=2)=[C:12]([C@@H:36]([CH3:39])[CH2:37][CH3:38])[O:11][N:10]=1.O1CCCC1.[OH-].[Na+].Cl. (3) Given the product [CH2:16]([C:23]1[C:24]([CH3:25])=[N:2][N:1]([C:3]2[N:8]=[C:7]([C:9]3[CH:14]=[CH:13][CH:12]=[CH:11][N:10]=3)[N:6]=[C:5]([NH2:15])[N:4]=2)[C:27]=1[CH3:28])[C:17]1[CH:18]=[CH:19][CH:20]=[CH:21][CH:22]=1, predict the reactants needed to synthesize it. The reactants are: [NH:1]([C:3]1[N:8]=[C:7]([C:9]2[CH:14]=[CH:13][CH:12]=[CH:11][N:10]=2)[N:6]=[C:5]([NH2:15])[N:4]=1)[NH2:2].[CH2:16]([CH:23]([C:27](=O)[CH3:28])[C:24](=O)[CH3:25])[C:17]1[CH:22]=[CH:21][CH:20]=[CH:19][CH:18]=1.O.C1(C)C=CC(S(O)(=O)=O)=CC=1. (4) Given the product [CH3:29][N:28]([CH3:30])[C:26]([C:23]1[N:22]=[CH:21][C:20]([O:12][C:9]2[C:10]3[C:5]([CH:6]=[C:7]([C:13]([O:15][CH3:16])=[O:14])[CH:8]=2)=[N:4][N:3]([CH2:1][CH3:2])[CH:11]=3)=[CH:25][N:24]=1)=[O:27], predict the reactants needed to synthesize it. The reactants are: [CH2:1]([N:3]1[CH:11]=[C:10]2[C:5]([CH:6]=[C:7]([C:13]([O:15][CH3:16])=[O:14])[CH:8]=[C:9]2[OH:12])=[N:4]1)[CH3:2].[H-].[Na+].Br[C:20]1[CH:21]=[N:22][C:23]([C:26]([N:28]([CH3:30])[CH3:29])=[O:27])=[N:24][CH:25]=1.